The task is: Predict the reaction yield, written as a fraction of the theoretical maximum amount of product (1.0 means a 100% yield; for example, 0.34 means a 34% yield).. This data is from Reaction yield outcomes from USPTO patents with 853,638 reactions. (1) The reactants are [F:1][C:2]([F:17])([F:16])[C:3]1[N:8]=[CH:7][C:6]([C:9]2[CH:14]=[CH:13][NH:12][C:11](=[O:15])[CH:10]=2)=[CH:5][N:4]=1.Br[C:19]1[CH:20]=[CH:21][C:22]2[C:23]3[CH2:32][N:31]([C:33]([O:35][C:36]([CH3:39])([CH3:38])[CH3:37])=[O:34])[CH2:30][CH2:29][C:24]=3[N:25]([CH3:28])[C:26]=2[CH:27]=1. No catalyst specified. The product is [CH3:28][N:25]1[C:26]2[CH:27]=[C:19]([N:12]3[CH:13]=[CH:14][C:9]([C:6]4[CH:5]=[N:4][C:3]([C:2]([F:1])([F:16])[F:17])=[N:8][CH:7]=4)=[CH:10][C:11]3=[O:15])[CH:20]=[CH:21][C:22]=2[C:23]2[CH2:32][N:31]([C:33]([O:35][C:36]([CH3:39])([CH3:38])[CH3:37])=[O:34])[CH2:30][CH2:29][C:24]1=2. The yield is 0.240. (2) The reactants are [CH2:1]([O:3][C:4](=[O:15])[C:5]([OH:14])([C:10]([F:13])([F:12])[F:11])[CH2:6][C:7]([CH3:9])=[CH2:8])[CH3:2].[F:16][C:17]1[CH:22]=[CH:21][C:20]([O:23][CH3:24])=[CH:19][CH:18]=1.[Al+3].[Cl-].[Cl-].[Cl-].Cl. The catalyst is CCOC(C)=O. The product is [CH2:1]([O:3][C:4](=[O:15])[C:5]([OH:14])([C:10]([F:13])([F:12])[F:11])[CH2:6][C:7]([C:21]1[CH:22]=[C:17]([F:16])[CH:18]=[CH:19][C:20]=1[O:23][CH3:24])([CH3:9])[CH3:8])[CH3:2]. The yield is 0.440.